This data is from Forward reaction prediction with 1.9M reactions from USPTO patents (1976-2016). The task is: Predict the product of the given reaction. Given the reactants [Cl:1][C:2]1[C:3]([Cl:18])=[C:4]2[NH:10][C:9]([C:11]3[CH:17]=[CH:16][C:14]([NH2:15])=[CH:13][CH:12]=3)=[N:8][C:5]2=[N:6][CH:7]=1.[CH3:19][O:20][C:21]1[CH:26]=[CH:25][C:24]([S:27](Cl)(=[O:29])=[O:28])=[CH:23][CH:22]=1, predict the reaction product. The product is: [Cl:1][C:2]1[C:3]([Cl:18])=[C:4]2[NH:10][C:9]([C:11]3[CH:17]=[CH:16][C:14]([NH:15][S:27]([C:24]4[CH:23]=[CH:22][C:21]([O:20][CH3:19])=[CH:26][CH:25]=4)(=[O:29])=[O:28])=[CH:13][CH:12]=3)=[N:8][C:5]2=[N:6][CH:7]=1.